This data is from Forward reaction prediction with 1.9M reactions from USPTO patents (1976-2016). The task is: Predict the product of the given reaction. (1) Given the reactants Cl[C:2]1[CH:11]=[C:10]([C:12]2[CH:13]=[N:14][CH:15]=[CH:16][CH:17]=2)[C:9]2[CH2:8][CH2:7][CH2:6][CH2:5][C:4]=2[N:3]=1.[O:18]1[CH:22]=[CH:21][N:20]=[C:19]1[CH2:23][OH:24].[H-].[Na+].O, predict the reaction product. The product is: [O:18]1[CH:22]=[CH:21][N:20]=[C:19]1[CH2:23][O:24][C:2]1[CH:11]=[C:10]([C:12]2[CH:13]=[N:14][CH:15]=[CH:16][CH:17]=2)[C:9]2[CH2:8][CH2:7][CH2:6][CH2:5][C:4]=2[N:3]=1. (2) The product is: [Cl:11][C:12]1[CH:21]=[CH:20][C:15]([C:16]2[N:19]=[C:4]([C:3]([CH3:9])([CH3:8])[C:1]#[N:2])[NH:6][N:7]=2)=[CH:14][CH:13]=1. Given the reactants [C:1]([C:3]([CH3:9])([CH3:8])[C:4]([NH:6][NH2:7])=O)#[N:2].Cl.[Cl:11][C:12]1[CH:21]=[CH:20][C:15]([C:16](=[NH:19])OC)=[CH:14][CH:13]=1, predict the reaction product. (3) Given the reactants [C:1]1([CH3:8])[C:6]([OH:7])=[CH:5][CH:4]=[CH:3][CH:2]=1.C(N(CC)CC)C.Cl[Sn](Cl)(Cl)Cl.[CH2:21]=[O:22], predict the reaction product. The product is: [OH:22][C:21]1[C:1]([CH3:8])=[CH:2][CH:3]=[CH:4][C:5]=1[CH:6]=[O:7].